Dataset: Blood-brain barrier permeability classification from the B3DB database. Task: Regression/Classification. Given a drug SMILES string, predict its absorption, distribution, metabolism, or excretion properties. Task type varies by dataset: regression for continuous measurements (e.g., permeability, clearance, half-life) or binary classification for categorical outcomes (e.g., BBB penetration, CYP inhibition). Dataset: b3db_classification. (1) The compound is C=CCONC1=Nc2ccc(Cl)cc2C(c2ccccc2Cl)=NC1. The result is 1 (penetrates BBB). (2) The drug is O=C(Cc1ccc(OCc2ccccc2)cc1)Nc1ccc2ccn(CCN3CCCC3)c2c1. The result is 1 (penetrates BBB).